The task is: Predict which catalyst facilitates the given reaction.. This data is from Catalyst prediction with 721,799 reactions and 888 catalyst types from USPTO. (1) Reactant: Br[C:2]1[CH:7]=[CH:6][C:5]([NH:8][C:9](=[O:15])[O:10][C:11]([CH3:14])([CH3:13])[CH3:12])=[CH:4][CH:3]=1.C(=O)([O-])[O-].[K+].[K+].CC1(C)CC(C)OB([C:30]([C:32]([F:35])([F:34])[F:33])=[CH2:31])O1. Product: [F:33][C:32]([F:35])([F:34])[C:30]([C:2]1[CH:7]=[CH:6][C:5]([NH:8][C:9](=[O:15])[O:10][C:11]([CH3:14])([CH3:13])[CH3:12])=[CH:4][CH:3]=1)=[CH2:31]. The catalyst class is: 73. (2) Reactant: [N:1]1[CH:6]=[CH:5][C:4]([C:7]2[CH:8]=[C:9]3[C:14](=[CH:15][CH:16]=2)[N:13]=[C:12]([NH2:17])[N:11]=[CH:10]3)=[CH:3][CH:2]=1.Br[C:19]1[CH:26]=[CH:25][C:22]([CH:23]=[O:24])=[CH:21][CH:20]=1.C([O-])([O-])=O.[Cs+].[Cs+].C1C=CC(P(C2C(C3C(P(C4C=CC=CC=4)C4C=CC=CC=4)=CC=C4C=3C=CC=C4)=C3C(C=CC=C3)=CC=2)C2C=CC=CC=2)=CC=1. Product: [N:1]1[CH:2]=[CH:3][C:4]([C:7]2[CH:8]=[C:9]3[C:14](=[CH:15][CH:16]=2)[N:13]=[C:12]([NH:17][C:19]2[CH:26]=[CH:25][C:22]([CH:23]=[O:24])=[CH:21][CH:20]=2)[N:11]=[CH:10]3)=[CH:5][CH:6]=1. The catalyst class is: 62.